This data is from Forward reaction prediction with 1.9M reactions from USPTO patents (1976-2016). The task is: Predict the product of the given reaction. (1) The product is: [NH2:1][C:2]1[CH:3]=[C:4]([S:11]([CH2:14][C:15]([O:17][CH3:18])=[O:16])(=[O:13])=[O:12])[CH:5]=[CH:6][C:7]=1[NH2:8]. Given the reactants [NH2:1][C:2]1[CH:3]=[C:4]([S:11]([CH2:14][C:15]([O:17][CH3:18])=[O:16])(=[O:13])=[O:12])[CH:5]=[CH:6][C:7]=1[N+:8]([O-])=O, predict the reaction product. (2) Given the reactants [C:1]1([CH:7]([NH2:10])[CH2:8][NH2:9])[CH:6]=[CH:5][CH:4]=[CH:3][CH:2]=1.CCN(C(C)C)C(C)C.Cl[C:21](Cl)([O:23]C(=O)OC(Cl)(Cl)Cl)Cl, predict the reaction product. The product is: [C:1]1([CH:7]2[CH2:8][NH:9][C:21](=[O:23])[NH:10]2)[CH:6]=[CH:5][CH:4]=[CH:3][CH:2]=1. (3) The product is: [Cl:26][C:23]1[CH:22]=[CH:21][C:20]([S:19][C:4]2[C:3]3[C:2]([C:37](=[O:38])[C:36]([F:42])([F:41])[F:35])=[CH:10][C:9]([F:11])=[CH:8][C:7]=3[N:6]3[CH2:12][CH2:13][CH:14]([CH2:15][C:16]([OH:18])=[O:17])[C:5]=23)=[CH:25][CH:24]=1. Given the reactants Br[C:2]1[C:3]2[C:4]([S:19][C:20]3[CH:25]=[CH:24][C:23]([Cl:26])=[CH:22][CH:21]=3)=[C:5]3[CH:14]([CH2:15][C:16]([OH:18])=[O:17])[CH2:13][CH2:12][N:6]3[C:7]=2[CH:8]=[C:9]([F:11])[CH:10]=1.C[Mg+].[Br-].[Li]C(CC)C.[F:35][C:36]([F:42])([F:41])[C:37](OC)=[O:38].[NH4+].[Cl-], predict the reaction product.